From a dataset of NCI-60 drug combinations with 297,098 pairs across 59 cell lines. Regression. Given two drug SMILES strings and cell line genomic features, predict the synergy score measuring deviation from expected non-interaction effect. (1) Drug 1: CC1C(C(CC(O1)OC2CC(CC3=C2C(=C4C(=C3O)C(=O)C5=C(C4=O)C(=CC=C5)OC)O)(C(=O)C)O)N)O.Cl. Drug 2: CC(C)CN1C=NC2=C1C3=CC=CC=C3N=C2N. Cell line: T-47D. Synergy scores: CSS=17.6, Synergy_ZIP=-1.20, Synergy_Bliss=1.67, Synergy_Loewe=-10.2, Synergy_HSA=0.728. (2) Drug 1: COC1=NC(=NC2=C1N=CN2C3C(C(C(O3)CO)O)O)N. Drug 2: C#CCC(CC1=CN=C2C(=N1)C(=NC(=N2)N)N)C3=CC=C(C=C3)C(=O)NC(CCC(=O)O)C(=O)O. Cell line: OVCAR-8. Synergy scores: CSS=72.4, Synergy_ZIP=0.671, Synergy_Bliss=-1.71, Synergy_Loewe=-1.38, Synergy_HSA=0.521. (3) Drug 2: C1C(C(OC1N2C=NC3=C2NC=NCC3O)CO)O. Cell line: ACHN. Drug 1: C(=O)(N)NO. Synergy scores: CSS=6.45, Synergy_ZIP=-2.60, Synergy_Bliss=-3.44, Synergy_Loewe=-1.95, Synergy_HSA=-2.80. (4) Drug 1: CC1=C(C=C(C=C1)NC(=O)C2=CC=C(C=C2)CN3CCN(CC3)C)NC4=NC=CC(=N4)C5=CN=CC=C5. Drug 2: C(CC(=O)O)C(=O)CN.Cl. Cell line: RPMI-8226. Synergy scores: CSS=13.1, Synergy_ZIP=-5.52, Synergy_Bliss=-3.31, Synergy_Loewe=-1.82, Synergy_HSA=-2.21.